This data is from Peptide-MHC class I binding affinity with 185,985 pairs from IEDB/IMGT. The task is: Regression. Given a peptide amino acid sequence and an MHC pseudo amino acid sequence, predict their binding affinity value. This is MHC class I binding data. The peptide sequence is YADHGANQL. The MHC is HLA-B40:01 with pseudo-sequence HLA-B40:01. The binding affinity (normalized) is 0.0847.